From a dataset of Peptide-MHC class I binding affinity with 185,985 pairs from IEDB/IMGT. Regression. Given a peptide amino acid sequence and an MHC pseudo amino acid sequence, predict their binding affinity value. This is MHC class I binding data. The peptide sequence is KTFFWFNEV. The MHC is HLA-A26:01 with pseudo-sequence HLA-A26:01. The binding affinity (normalized) is 0.128.